From a dataset of Forward reaction prediction with 1.9M reactions from USPTO patents (1976-2016). Predict the product of the given reaction. (1) The product is: [CH3:5][O:6][C:7](=[O:27])[CH2:8][C:9]1[CH:14]=[C:13]([Br:15])[C:12]([O:16][C:17]2[CH:22]=[CH:21][C:20]([O:23][CH3:24])=[C:19]([NH:25][C:1](=[O:3])[CH3:2])[CH:18]=2)=[C:11]([Br:26])[CH:10]=1. Given the reactants [C:1](Cl)(=[O:3])[CH3:2].[CH3:5][O:6][C:7](=[O:27])[CH2:8][C:9]1[CH:14]=[C:13]([Br:15])[C:12]([O:16][C:17]2[CH:22]=[CH:21][C:20]([O:23][CH3:24])=[C:19]([NH2:25])[CH:18]=2)=[C:11]([Br:26])[CH:10]=1.C(N(CC)CC)C, predict the reaction product. (2) Given the reactants [O:1]=[C:2]1[N:8]([CH:9]2[CH2:14][CH2:13][N:12]([C:15]3[N:20]=[CH:19][N:18]=[C:17]([C:21]([O:23]CC)=[O:22])[CH:16]=3)[CH2:11][CH2:10]2)[CH2:7][CH2:6][C:5]2[CH:26]=[CH:27][CH:28]=[CH:29][C:4]=2[NH:3]1.C(O)C.[OH-].[Na+].Cl, predict the reaction product. The product is: [O:1]=[C:2]1[N:8]([CH:9]2[CH2:10][CH2:11][N:12]([C:15]3[N:20]=[CH:19][N:18]=[C:17]([C:21]([OH:23])=[O:22])[CH:16]=3)[CH2:13][CH2:14]2)[CH2:7][CH2:6][C:5]2[CH:26]=[CH:27][CH:28]=[CH:29][C:4]=2[NH:3]1. (3) Given the reactants [H-].[Na+].[CH3:3][C:4]([C:6]1[CH:11]=[CH:10][C:9]([C:12]([F:15])([F:14])[F:13])=[CH:8][CH:7]=1)=O.[CH:16](OCC)=O.O.[NH2:22][NH2:23], predict the reaction product. The product is: [F:13][C:12]([F:15])([F:14])[C:9]1[CH:10]=[CH:11][C:6]([C:4]2[CH:3]=[CH:16][NH:23][N:22]=2)=[CH:7][CH:8]=1.